Dataset: Forward reaction prediction with 1.9M reactions from USPTO patents (1976-2016). Task: Predict the product of the given reaction. (1) Given the reactants [Cl:1][C:2]1[CH:3]=[C:4]([NH:9][C@H:10]([CH2:14][CH:15]=[CH2:16])[C:11]([OH:13])=O)[CH:5]=[C:6]([F:8])[CH:7]=1.[CH:17]1[CH:18]=[CH:19][C:20]2N(O)N=[N:23][C:21]=2[CH:22]=1.F[P-](F)(F)(F)(F)F.C[N+](C)=C(N(C)C)ON1[C:42]2N=CC=[CH:46][C:41]=2N=N1.CCN(C(C)C)C(C)C.C(N[C@@H]1CCCN([C:70]([O:72][C:73]([CH3:76])([CH3:75])[CH3:74])=[O:71])C1)C=C, predict the reaction product. The product is: [CH2:46]([N:23]([C@@H:21]1[CH2:22][CH2:17][CH2:18][CH:19]([C:70]([O:72][C:73]([CH3:76])([CH3:75])[CH3:74])=[O:71])[CH2:20]1)[C:11](=[O:13])[C@H:10]([NH:9][C:4]1[CH:5]=[C:6]([F:8])[CH:7]=[C:2]([Cl:1])[CH:3]=1)[CH2:14][CH:15]=[CH2:16])[CH:41]=[CH2:42]. (2) Given the reactants [CH3:1][O:2][C:3]1[CH:4]=[C:5]([NH2:17])[CH:6]=[CH:7][C:8]=1[O:9][CH2:10][CH2:11][N:12]1[CH2:16][CH2:15][CH2:14][CH2:13]1.[Cl:18][C:19]1[CH:24]=[CH:23][C:22]([C:25]2[CH:26]=[C:27]([C:30](O)=[O:31])[NH:28][CH:29]=2)=[CH:21][CH:20]=1.C(Cl)CCl.C1C=CC2N(O)N=NC=2C=1.C([O-])(O)=O.[Na+], predict the reaction product. The product is: [Cl:18][C:19]1[CH:24]=[CH:23][C:22]([C:25]2[CH:26]=[C:27]([C:30]([NH:17][C:5]3[CH:6]=[CH:7][C:8]([O:9][CH2:10][CH2:11][N:12]4[CH2:16][CH2:15][CH2:14][CH2:13]4)=[C:3]([O:2][CH3:1])[CH:4]=3)=[O:31])[NH:28][CH:29]=2)=[CH:21][CH:20]=1.